This data is from Forward reaction prediction with 1.9M reactions from USPTO patents (1976-2016). The task is: Predict the product of the given reaction. (1) Given the reactants [CH2:1]([C@@H:8]([C@@H:21]([OH:50])[CH2:22][C@H:23]([CH2:37][C:38]1[CH:43]=[CH:42][C:41]([C:44]2[CH:49]=[CH:48][CH:47]=[CH:46][N:45]=2)=[CH:40][CH:39]=1)[NH:24][C:25](=[O:36])[C@H:26]([C:32]([CH3:35])([CH3:34])[CH3:33])[NH:27][C:28](=[O:31])[O:29][CH3:30])[NH:9][C:10](=[O:20])[C@@H:11]([NH:15][C:16](=[O:19])[O:17][CH3:18])[CH2:12]SC)[C:2]1[CH:7]=[CH:6][CH:5]=[CH:4][CH:3]=1.O[O:52][S:53]([O-:55])=O.[K+].[CH3:57]O, predict the reaction product. The product is: [CH2:1]([C@@H:8]([C@@H:21]([OH:50])[CH2:22][C@H:23]([CH2:37][C:38]1[CH:43]=[CH:42][C:41]([C:44]2[CH:49]=[CH:48][CH:47]=[CH:46][N:45]=2)=[CH:40][CH:39]=1)[NH:24][C:25](=[O:36])[C@H:26]([C:32]([CH3:35])([CH3:34])[CH3:33])[NH:27][C:28](=[O:31])[O:29][CH3:30])[NH:9][C:10](=[O:20])[C@@H:11]([NH:15][C:16](=[O:19])[O:17][CH3:18])[CH2:12][S:53]([CH3:57])(=[O:55])=[O:52])[C:2]1[CH:3]=[CH:4][CH:5]=[CH:6][CH:7]=1. (2) The product is: [CH3:3][N:2]([CH2:4][C:5]1[CH:10]=[C:9]([C:11]([OH:13])=[O:12])[CH:8]=[CH:7][C:6]=1[C:15]1[CH:20]=[CH:19][CH:18]=[CH:17][C:16]=1[CH3:21])[CH3:1]. Given the reactants [CH3:1][N:2]([CH2:4][C:5]1[CH:10]=[C:9]([C:11]([O:13]C)=[O:12])[CH:8]=[CH:7][C:6]=1[C:15]1[CH:20]=[CH:19][CH:18]=[CH:17][C:16]=1[CH3:21])[CH3:3].Cl, predict the reaction product.